Dataset: Catalyst prediction with 721,799 reactions and 888 catalyst types from USPTO. Task: Predict which catalyst facilitates the given reaction. (1) Reactant: [CH:1]([O:4][C:5]1[CH:6]=[C:7]([CH:22]=[C:23]([C:25](=[O:33])[NH:26][C:27]2[CH:31]=[CH:30][N:29]([CH3:32])[N:28]=2)[CH:24]=1)[O:8][C:9]1[N:10]=[CH:11][C:12]([C:15]([O:17]C(C)(C)C)=[O:16])=[N:13][CH:14]=1)([CH3:3])[CH3:2].FC(F)(F)C(O)=O. Product: [CH:1]([O:4][C:5]1[CH:6]=[C:7]([CH:22]=[C:23]([C:25](=[O:33])[NH:26][C:27]2[CH:31]=[CH:30][N:29]([CH3:32])[N:28]=2)[CH:24]=1)[O:8][C:9]1[N:10]=[CH:11][C:12]([C:15]([OH:17])=[O:16])=[N:13][CH:14]=1)([CH3:3])[CH3:2]. The catalyst class is: 4. (2) The catalyst class is: 9. Reactant: [NH:1]1[C:10]2[C:5](=[CH:6][CH:7]=[C:8]([OH:11])[CH:9]=2)[CH2:4][CH2:3][CH2:2]1.Br[CH2:13][C:14]1[CH:19]=[CH:18][CH:17]=[CH:16][CH:15]=1.C(=O)([O-])[O-].[K+].[K+].O. Product: [CH2:13]([N:1]1[C:10]2[C:5](=[CH:6][CH:7]=[C:8]([OH:11])[CH:9]=2)[CH2:4][CH2:3][CH2:2]1)[C:14]1[CH:19]=[CH:18][CH:17]=[CH:16][CH:15]=1. (3) Reactant: [F:1][C:2]1[CH:7]=[CH:6][C:5]([C:8]2[S:12][C:11]([CH:13](O)[CH2:14][CH3:15])=[N:10][N:9]=2)=[CH:4][CH:3]=1.[CH:17]1[N:21]=[CH:20][N:19](C([N:19]2[CH:20]=[N:21][CH:17]=[CH:18]2)=O)[CH:18]=1. Product: [N:19]1([CH:13]([C:11]2[S:12][C:8]([C:5]3[CH:6]=[CH:7][C:2]([F:1])=[CH:3][CH:4]=3)=[N:9][N:10]=2)[CH2:14][CH3:15])[CH:18]=[CH:17][N:21]=[CH:20]1. The catalyst class is: 37. (4) Reactant: B(F)(F)F.CSC.[C:8]([C:11]1[CH:12]=[C:13]([C:17]2[CH:22]=[CH:21][C:20]([C:23]3[C:24]([C:31]4[CH:36]=[C:35]([CH3:37])[CH:34]=[C:33]([O:38]C)[CH:32]=4)=[N:25][N:26]([CH2:28][C:29]#[N:30])[CH:27]=3)=[CH:19][N:18]=2)[CH:14]=[CH:15][CH:16]=1)(=[O:10])[CH3:9]. Product: [C:8]([C:11]1[CH:12]=[C:13]([C:17]2[CH:22]=[CH:21][C:20]([C:23]3[C:24]([C:31]4[CH:36]=[C:35]([CH3:37])[CH:34]=[C:33]([OH:38])[CH:32]=4)=[N:25][N:26]([CH2:28][C:29]#[N:30])[CH:27]=3)=[CH:19][N:18]=2)[CH:14]=[CH:15][CH:16]=1)(=[O:10])[CH3:9]. The catalyst class is: 4. (5) Reactant: [C:1]([O:5][C:6](=[O:36])[C@H:7]([C:26]([O:28][CH2:29][C:30]1[CH:35]=[CH:34][CH:33]=[CH:32][CH:31]=1)=[O:27])[CH2:8][CH2:9][CH:10]([NH:18][C:19]([O:21][C:22]([CH3:25])([CH3:24])[CH3:23])=[O:20])[C:11]([O:13][C:14]([CH3:17])([CH3:16])[CH3:15])=[O:12])([CH3:4])([CH3:3])[CH3:2].[H-].[Na+].[CH2:39](Br)[C:40]1[CH:45]=[CH:44][CH:43]=[CH:42][CH:41]=1. Product: [C:14]([O:13][C:11](=[O:12])[C@@H:10]([NH:18][C:19]([O:21][C:22]([CH3:23])([CH3:24])[CH3:25])=[O:20])[CH2:9][CH2:8][C:7]([C:26]([O:28][CH2:29][C:30]1[CH:31]=[CH:32][CH:33]=[CH:34][CH:35]=1)=[O:27])([C:6]([O:5][C:1]([CH3:2])([CH3:3])[CH3:4])=[O:36])[CH2:39][C:40]1[CH:45]=[CH:44][C:43]([O:28][CH2:29][C:30]2[CH:35]=[CH:34][CH:33]=[CH:32][CH:31]=2)=[CH:42][CH:41]=1)([CH3:17])([CH3:16])[CH3:15]. The catalyst class is: 9. (6) Reactant: [OH:1][NH:2][C:3]([N:5]1[CH2:10][CH2:9][CH:8]([CH:11]2[O:29][C:14]3=[CH:15][N:16]=[C:17]([C:19]4[CH:24]=[CH:23][C:22]([S:25]([CH3:28])(=[O:27])=[O:26])=[CH:21][CH:20]=4)[CH:18]=[C:13]3[CH2:12]2)[CH2:7][CH2:6]1)=[NH:4].[C:30](Cl)(=O)[CH:31]([CH3:33])[CH3:32].C(N(CC)CC)C. Product: [CH:31]([C:33]1[O:1][N:2]=[C:3]([N:5]2[CH2:6][CH2:7][CH:8]([CH:11]3[O:29][C:14]4=[CH:15][N:16]=[C:17]([C:19]5[CH:24]=[CH:23][C:22]([S:25]([CH3:28])(=[O:27])=[O:26])=[CH:21][CH:20]=5)[CH:18]=[C:13]4[CH2:12]3)[CH2:9][CH2:10]2)[N:4]=1)([CH3:32])[CH3:30]. The catalyst class is: 54. (7) Reactant: [N+:1]([C:4]1[CH:27]=[CH:26][C:7]([CH2:8][NH:9][C:10]([C:12]2[N:17]=[C:16]([NH:18][C:19](=[O:25])[O:20][C:21]([CH3:24])([CH3:23])[CH3:22])[CH:15]=[CH:14][CH:13]=2)=[O:11])=[CH:6][CH:5]=1)([O-])=O.[H][H]. Product: [NH2:1][C:4]1[CH:5]=[CH:6][C:7]([CH2:8][NH:9][C:10]([C:12]2[N:17]=[C:16]([NH:18][C:19](=[O:25])[O:20][C:21]([CH3:23])([CH3:24])[CH3:22])[CH:15]=[CH:14][CH:13]=2)=[O:11])=[CH:26][CH:27]=1. The catalyst class is: 19.